This data is from Full USPTO retrosynthesis dataset with 1.9M reactions from patents (1976-2016). The task is: Predict the reactants needed to synthesize the given product. Given the product [C:26]1([S:23]([NH:22][C:19]2[CH:18]=[CH:17][C:16]([C:13]3[C:12]4[C:7](=[CH:8][CH:9]=[C:10]([F:32])[CH:11]=4)[CH:6]=[C:5]([CH2:4][C:3]([OH:33])=[O:2])[C:14]=3[CH3:15])=[CH:21][CH:20]=2)(=[O:25])=[O:24])[CH:27]=[CH:28][CH:29]=[CH:30][CH:31]=1, predict the reactants needed to synthesize it. The reactants are: C[O:2][C:3](=[O:33])[CH2:4][C:5]1[C:14]([CH3:15])=[C:13]([C:16]2[CH:21]=[CH:20][C:19]([NH:22][S:23]([C:26]3[CH:31]=[CH:30][CH:29]=[CH:28][CH:27]=3)(=[O:25])=[O:24])=[CH:18][CH:17]=2)[C:12]2[C:7](=[CH:8][CH:9]=[C:10]([F:32])[CH:11]=2)[CH:6]=1.O.[OH-].[Li+].